From a dataset of Forward reaction prediction with 1.9M reactions from USPTO patents (1976-2016). Predict the product of the given reaction. (1) Given the reactants [F:1][C:2]1[CH:3]=[C:4]([CH:43]=[C:44]([F:47])[C:45]=1[OH:46])[CH2:5][CH:6]([CH:16]=[CH:17][C:18]1[CH:23]=[C:22]([F:24])[CH:21]=[CH:20][C:19]=1[O:25][CH2:26][C:27]1[CH:32]=[CH:31][C:30]([C:33]2[CH:38]=[CH:37][C:36]([C:39]([F:42])([F:41])[F:40])=[CH:35][CH:34]=2)=[CH:29][CH:28]=1)[CH2:7][CH2:8][CH2:9][CH2:10][C:11]([O:13]CC)=[O:12].[OH-].[Na+].Cl, predict the reaction product. The product is: [F:1][C:2]1[CH:3]=[C:4]([CH:43]=[C:44]([F:47])[C:45]=1[OH:46])[CH2:5][CH:6]([CH:16]=[CH:17][C:18]1[CH:23]=[C:22]([F:24])[CH:21]=[CH:20][C:19]=1[O:25][CH2:26][C:27]1[CH:32]=[CH:31][C:30]([C:33]2[CH:34]=[CH:35][C:36]([C:39]([F:41])([F:42])[F:40])=[CH:37][CH:38]=2)=[CH:29][CH:28]=1)[CH2:7][CH2:8][CH2:9][CH2:10][C:11]([OH:13])=[O:12]. (2) Given the reactants Br[C:2]1[CH:7]=[CH:6][C:5]([N:8]2[CH2:13][CH2:12][O:11][CH2:10][C:9]2=[O:14])=[CH:4][CH:3]=1.[B:15]1([B:15]2[O:19][C:18]([CH3:21])([CH3:20])[C:17]([CH3:23])([CH3:22])[O:16]2)[O:19][C:18]([CH3:21])([CH3:20])[C:17]([CH3:23])([CH3:22])[O:16]1.C([O-])(=O)C.[K+], predict the reaction product. The product is: [CH3:22][C:17]1([CH3:23])[C:18]([CH3:21])([CH3:20])[O:19][B:15]([C:2]2[CH:7]=[CH:6][C:5]([N:8]3[CH2:13][CH2:12][O:11][CH2:10][C:9]3=[O:14])=[CH:4][CH:3]=2)[O:16]1. (3) Given the reactants C(OC([N:8]1[CH2:13][CH2:12][CH2:11][CH2:10][CH:9]1[CH2:14][NH:15][C:16]1[N:17]=[C:18]2[CH:25]=[CH:24][CH:23]=[N:22][C:19]2=[N:20][CH:21]=1)=O)(C)(C)C.[F:26][C:27]([F:32])([F:31])[C:28]([OH:30])=[O:29], predict the reaction product. The product is: [F:26][C:27]([F:32])([F:31])[C:28]([OH:30])=[O:29].[NH:8]1[CH2:13][CH2:12][CH2:11][CH2:10][CH:9]1[CH2:14][NH:15][C:16]1[N:17]=[C:18]2[CH:25]=[CH:24][CH:23]=[N:22][C:19]2=[N:20][CH:21]=1. (4) Given the reactants [CH3:1][O:2][C:3]1[CH:4]=[CH:5][C:6]2[N:10]3[CH2:11][C:12]4[C:17]([C:9]3=[C:8]([CH:18]=[CH:19][CH2:20][C:21]([O:23]CC)=[O:22])[C:7]=2[N:26]=1)=[CH:16][CH:15]=[CH:14][CH:13]=4.[OH-].[Na+], predict the reaction product. The product is: [CH3:1][O:2][C:3]1[CH:4]=[CH:5][C:6]2[N:10]3[CH2:11][C:12]4[C:17]([C:9]3=[C:8]([CH2:18][CH2:19][CH2:20][C:21]([OH:23])=[O:22])[C:7]=2[N:26]=1)=[CH:16][CH:15]=[CH:14][CH:13]=4. (5) Given the reactants [N:1]1([CH2:6][CH2:7][CH2:8][O:9][C:10]2[CH:15]=[CH:14][C:13]([C:16]3([CH2:22][NH:23][C:24]4[CH:29]=[CH:28][N:27]=[CH:26][C:25]=4[NH2:30])[CH2:21][CH2:20][O:19][CH2:18][CH2:17]3)=[CH:12][CH:11]=2)[CH2:5][CH2:4][CH2:3][CH2:2]1.[C:31](OC(=O)C)(=O)[CH3:32], predict the reaction product. The product is: [CH3:31][C:32]1[N:23]([CH2:22][C:16]2([C:13]3[CH:14]=[CH:15][C:10]([O:9][CH2:8][CH2:7][CH2:6][N:1]4[CH2:5][CH2:4][CH2:3][CH2:2]4)=[CH:11][CH:12]=3)[CH2:21][CH2:20][O:19][CH2:18][CH2:17]2)[C:24]2[CH:29]=[CH:28][N:27]=[CH:26][C:25]=2[N:30]=1. (6) Given the reactants CN(C)C=O.[F:6][C:7]([F:16])([F:15])[C:8]1[CH:13]=[CH:12][CH:11]=[CH:10][C:9]=1[OH:14].Br[CH2:18][C:19]([O:21][CH2:22][CH3:23])=[O:20].C(=O)([O-])[O-].[K+].[K+], predict the reaction product. The product is: [C:19]([O:21][CH2:22][CH2:23][O:14][C:9]1[CH:10]=[CH:11][CH:12]=[CH:13][C:8]=1[C:7]([F:15])([F:16])[F:6])(=[O:20])[CH3:18].